From a dataset of Forward reaction prediction with 1.9M reactions from USPTO patents (1976-2016). Predict the product of the given reaction. (1) Given the reactants [N-:1]=[N+:2]=[N-:3].[Na+].CS(C)=O.Br[CH2:10][CH2:11][CH2:12][CH2:13][CH2:14][N:15]1[C:21](=[O:22])[C:20]2[CH:23]=[CH:24][CH:25]=[CH:26][C:19]=2[O:18][C:17]2[CH:27]=[CH:28][CH:29]=[CH:30][C:16]1=2, predict the reaction product. The product is: [N:1]([CH2:10][CH2:11][CH2:12][CH2:13][CH2:14][N:15]1[C:21](=[O:22])[C:20]2[CH:23]=[CH:24][CH:25]=[CH:26][C:19]=2[O:18][C:17]2[CH:27]=[CH:28][CH:29]=[CH:30][C:16]1=2)=[N+:2]=[N-:3]. (2) Given the reactants [F:1][C:2]1[CH:9]=[C:8](Br)[CH:7]=[CH:6][C:3]=1[C:4]#[N:5].[C:11]([O-])(=O)[CH3:12].[K+].Br[C:17]1[C:22]([C:23]([OH:25])=[O:24])=[CH:21][N:20]=[CH:19][CH:18]=1.C([O-])([O-])=O.[Na+].[Na+], predict the reaction product. The product is: [CH2:11]([O:25][C:23](=[O:24])[C:22]1[CH:17]=[C:18]([C:8]2[CH:7]=[CH:6][C:3]([C:4]#[N:5])=[C:2]([F:1])[CH:9]=2)[CH:19]=[N:20][CH:21]=1)[CH3:12]. (3) Given the reactants [CH3:1][C:2]1[C:6]2[C:7]3[CH:15]=[CH:14][CH:13]=[CH:12][C:8]=3[NH:9][CH2:10][CH2:11][C:5]=2[O:4][N:3]=1.[Li+].C[Si]([N-][Si](C)(C)C)(C)C.I[CH2:27][CH2:28][CH3:29], predict the reaction product. The product is: [CH3:1][C:2]1[C:6]2[C:7]3[CH:15]=[CH:14][CH:13]=[CH:12][C:8]=3[N:9]([CH2:27][CH2:28][CH3:29])[CH2:10][CH2:11][C:5]=2[O:4][N:3]=1. (4) Given the reactants OC[C:3]1[CH:4]=[C:5]([CH:19]=[CH:20][C:21]=1[C:22]1[CH:27]=[CH:26][N:25]=[C:24]2[NH:28][C:29]([C:31]3[CH:32]=[N:33][N:34]([CH3:36])[CH:35]=3)=[N:30][C:23]=12)[CH2:6][NH:7][C:8](C1ON=C(C(C)(C)C)N=1)=[O:9].[F:37]C1C=C(C2C=CN=C3NC(C4C=NN(C)C=4)=NC=23)C=CC=1CN.[Na].[C:62]([C:66]1[O:70][N:69]=[C:68](C(O)=O)[N:67]=1)([CH3:65])([CH3:64])[CH3:63].C1CN([P+](Br)(N2CCCC2)N2CCCC2)CC1.F[P-](F)(F)(F)(F)F.CN(C=O)C.CCN(C(C)C)C(C)C, predict the reaction product. The product is: [F:37][C:4]1[CH:3]=[C:21]([C:22]2[CH:27]=[CH:26][N:25]=[C:24]3[NH:28][C:29]([C:31]4[CH:32]=[N:33][N:34]([CH3:36])[CH:35]=4)=[N:30][C:23]=23)[CH:20]=[CH:19][C:5]=1[CH2:6][NH:7][C:8]([C:68]1[N:67]=[C:66]([C:62]([CH3:65])([CH3:64])[CH3:63])[O:70][N:69]=1)=[O:9]. (5) Given the reactants Cl.[CH2:2]([N:9]([CH2:11][C@H:12]([NH:21][C:22]1[N:23]=[CH:24][C:25](/[CH:28]=[CH:29]/[C:30]([NH:32][O:33]C2CCCCO2)=[O:31])=[N:26][CH:27]=1)[CH2:13][CH2:14][C:15]1[CH:20]=[CH:19][CH:18]=[CH:17][CH:16]=1)[CH3:10])[C:3]1[CH:8]=[CH:7][CH:6]=[CH:5][CH:4]=1.CCOC(C)=O, predict the reaction product. The product is: [CH2:2]([N:9]([CH2:11][C@H:12]([NH:21][C:22]1[N:23]=[CH:24][C:25](/[CH:28]=[CH:29]/[C:30]([NH:32][OH:33])=[O:31])=[N:26][CH:27]=1)[CH2:13][CH2:14][C:15]1[CH:20]=[CH:19][CH:18]=[CH:17][CH:16]=1)[CH3:10])[C:3]1[CH:4]=[CH:5][CH:6]=[CH:7][CH:8]=1.